Dataset: Forward reaction prediction with 1.9M reactions from USPTO patents (1976-2016). Task: Predict the product of the given reaction. (1) Given the reactants [CH3:1][O:2][C:3]([C:5]1[CH:10]=[CH:9][C:8](Cl)=[CH:7][N:6]=1)=[O:4].[F:12][C:13]([F:20])([F:19])[C:14]1[CH:18]=[CH:17][NH:16][N:15]=1.C([O-])([O-])=O.[K+].[K+], predict the reaction product. The product is: [CH3:1][O:2][C:3]([C:5]1[CH:10]=[CH:9][C:8]([N:16]2[CH:17]=[CH:18][C:14]([C:13]([F:20])([F:19])[F:12])=[N:15]2)=[CH:7][N:6]=1)=[O:4]. (2) The product is: [CH2:25]([C:24]1[C:3]2[C:4](=[O:23])[N:5]([C:12]3[CH:17]=[CH:16][CH:15]=[C:14]([O:18][C:19]([F:22])([F:21])[F:20])[CH:13]=3)[C:6]3[N:7]=[CH:8][CH:9]=[CH:10][C:11]=3[C:2]=2[NH:35][N:34]=1)[C:26]1[CH:31]=[CH:30][CH:29]=[CH:28][CH:27]=1. Given the reactants O[C:2]1[C:11]2[C:6](=[N:7][CH:8]=[CH:9][CH:10]=2)[N:5]([C:12]2[CH:17]=[CH:16][CH:15]=[C:14]([O:18][C:19]([F:22])([F:21])[F:20])[CH:13]=2)[C:4](=[O:23])[C:3]=1[C:24](=O)[CH2:25][C:26]1[CH:31]=[CH:30][CH:29]=[CH:28][CH:27]=1.O.[NH2:34][NH2:35].O, predict the reaction product. (3) Given the reactants C1C=CC(N([S:8]([C:11]([F:14])([F:13])[F:12])(=[O:10])=[O:9])[S:8]([C:11]([F:14])([F:13])[F:12])(=[O:10])=[O:9])=CC=1.[N:22]1([CH2:27][CH2:28][O:29][C:30]2[CH:35]=[CH:34][C:33]([NH:36][C:37]3[N:52]=[C:40]4[CH:41]=[CH:42][CH:43]=[C:44]([C:45]5[CH:46]=[C:47]([OH:51])[CH:48]=[CH:49][CH:50]=5)[N:39]4[N:38]=3)=[CH:32][CH:31]=2)[CH2:26][CH2:25][CH2:24][CH2:23]1.C(N(CC)CC)C.O, predict the reaction product. The product is: [N:22]1([CH2:27][CH2:28][O:29][C:30]2[CH:35]=[CH:34][C:33]([NH:36][C:37]3[N:52]=[C:40]4[CH:41]=[CH:42][CH:43]=[C:44]([C:45]5[CH:46]=[C:47]([O:51][S:8]([C:11]([F:14])([F:13])[F:12])(=[O:10])=[O:9])[CH:48]=[CH:49][CH:50]=5)[N:39]4[N:38]=3)=[CH:32][CH:31]=2)[CH2:23][CH2:24][CH2:25][CH2:26]1. (4) Given the reactants C([O:3][C:4](=[O:21])[CH2:5][NH:6][S:7]([C:10]1[CH:15]=[CH:14][C:13]([O:16][CH2:17][C:18]#[C:19][CH3:20])=[CH:12][CH:11]=1)(=[O:9])=[O:8])C.[OH-].[Na+].Cl, predict the reaction product. The product is: [CH2:17]([O:16][C:13]1[CH:12]=[CH:11][C:10]([S:7]([NH:6][CH2:5][C:4]([OH:21])=[O:3])(=[O:9])=[O:8])=[CH:15][CH:14]=1)[C:18]#[C:19][CH3:20]. (5) Given the reactants N1C=CN=C1.[CH3:6][C:7]([Si:10](Cl)([CH3:12])[CH3:11])([CH3:9])[CH3:8].[OH:14][CH2:15][CH2:16][C:17]1[O:18][CH:19]=[CH:20][CH:21]=1.CCOCC, predict the reaction product. The product is: [CH3:6][C:7]([Si:10]([O:14][CH2:15][CH2:16][C:17]1[O:18][CH:19]=[CH:20][CH:21]=1)([CH3:12])[CH3:11])([CH3:9])[CH3:8]. (6) Given the reactants [N:1]1([C:7]([O:9][C:10]([CH3:13])([CH3:12])[CH3:11])=[O:8])[CH2:6][CH2:5][NH:4][CH2:3][CH2:2]1.CCN(CC)CC.[Br:21][C:22]1[CH:23]=[CH:24][C:25]([S:28](Cl)(=[O:30])=[O:29])=[N:26][CH:27]=1, predict the reaction product. The product is: [Br:21][C:22]1[CH:23]=[CH:24][C:25]([S:28]([N:4]2[CH2:5][CH2:6][N:1]([C:7]([O:9][C:10]([CH3:13])([CH3:12])[CH3:11])=[O:8])[CH2:2][CH2:3]2)(=[O:30])=[O:29])=[N:26][CH:27]=1.